Dataset: Reaction yield outcomes from USPTO patents with 853,638 reactions. Task: Predict the reaction yield, written as a fraction of the theoretical maximum amount of product (1.0 means a 100% yield; for example, 0.34 means a 34% yield). The product is [C:1]([C:4]1[CH:12]=[CH:11][C:7]([C:8]([NH:14][C:15]2[N:16]=[N:17][NH:18][N:19]=2)=[O:9])=[CH:6][CH:5]=1)(=[O:3])[CH3:2]. The catalyst is CN(C=O)C. The reactants are [C:1]([C:4]1[CH:12]=[CH:11][C:7]([C:8](O)=[O:9])=[CH:6][CH:5]=1)(=[O:3])[CH3:2].O.[NH2:14][C:15]1[NH:19][N:18]=[N:17][N:16]=1.Cl.C(N=C=NCCCN(C)C)C. The yield is 0.980.